This data is from Catalyst prediction with 721,799 reactions and 888 catalyst types from USPTO. The task is: Predict which catalyst facilitates the given reaction. (1) Reactant: [CH2:1]([OH:3])[CH3:2].COC([CH:8]1[CH2:12][CH2:11][CH2:10][CH:9]1[N:13]([C:19]1[C:24]([NH2:25])=[CH:23][N:22]=[C:21]([Cl:26])[N:20]=1)[CH:14]1C[CH2:17][CH2:16][CH2:15]1)=O. Product: [Cl:26][C:21]1[N:22]=[CH:23][C:24]2[NH:25][C:1](=[O:3])[CH:2]3[CH:14]([CH2:15][CH2:16][CH2:17]3)[N:13]([CH:9]3[CH2:10][CH2:11][CH2:12][CH2:8]3)[C:19]=2[N:20]=1. The catalyst class is: 15. (2) Reactant: [CH3:1][C:2]1[N:29]=[C:5]2[NH:6][C:7](=[O:28])[C:8]([CH2:13][C:14]3[CH:19]=[CH:18][C:17]([C:20]4[C:21]([C:26]#[N:27])=[CH:22][CH:23]=[CH:24][CH:25]=4)=[CH:16][CH:15]=3)=[C:9]([CH2:10][CH2:11][CH3:12])[N:4]2[N:3]=1.Br[CH2:31][C:32]1[CH:37]=[CH:36][C:35]([F:38])=[CH:34][CH:33]=1.C(=O)([O-])[O-].[K+].[K+].CN(C)C=O. Product: [CH3:1][C:2]1[N:29]=[C:5]2[N:6]([CH2:31][C:32]3[CH:37]=[CH:36][C:35]([F:38])=[CH:34][CH:33]=3)[C:7](=[O:28])[C:8]([CH2:13][C:14]3[CH:19]=[CH:18][C:17]([C:20]4[C:21]([C:26]#[N:27])=[CH:22][CH:23]=[CH:24][CH:25]=4)=[CH:16][CH:15]=3)=[C:9]([CH2:10][CH2:11][CH3:12])[N:4]2[N:3]=1. The catalyst class is: 13. (3) Reactant: [CH2:1]([O:3][C:4]([CH2:6][C:7]1[C:16]2[C:11](=[CH:12][C:13]([OH:17])=[CH:14][CH:15]=2)[O:10][C:9](=[O:18])[CH:8]=1)=[O:5])[CH3:2].[Cl:19][C:20]1[CH:21]=[C:22]([CH:25]=[CH:26][CH:27]=1)[CH2:23]O.N(C(N1CCCCC1)=O)=NC(N1CCCCC1)=O.C1(P(C2C=CC=CC=2)C2C=CC=CC=2)C=CC=CC=1. Product: [CH2:1]([O:3][C:4]([CH2:6][C:7]1[C:16]2[C:11](=[CH:12][C:13]([O:17][CH2:23][C:22]3[CH:25]=[CH:26][CH:27]=[C:20]([Cl:19])[CH:21]=3)=[CH:14][CH:15]=2)[O:10][C:9](=[O:18])[CH:8]=1)=[O:5])[CH3:2]. The catalyst class is: 1. (4) Reactant: [F:1][C:2]1[CH:23]=[CH:22][CH:21]=[C:20]([F:24])[C:3]=1[CH2:4][O:5][C:6]1[C:7]2[N:8]([C:13]([C:17]([OH:19])=[O:18])=[C:14]([CH3:16])[N:15]=2)[CH:9]=[C:10]([CH3:12])[CH:11]=1.CN(C(ON1N=NC2C=CC=NC1=2)=[N+](C)C)C.F[P-](F)(F)(F)(F)F.CN1CCOCC1.Cl.Cl.[CH3:58][C:59]1[S:60][CH:61]=[C:62]([CH:64]([NH2:67])[CH2:65][NH2:66])[N:63]=1. Product: [CH:17]([OH:19])=[O:18].[CH:17]([OH:19])=[O:18].[CH:17]([OH:19])=[O:18].[NH2:67][CH:64]([C:62]1[N:63]=[C:59]([CH3:58])[S:60][CH:61]=1)[CH2:65][NH:66][C:17]([C:13]1[N:8]2[CH:9]=[C:10]([CH3:12])[CH:11]=[C:6]([O:5][CH2:4][C:3]3[C:2]([F:1])=[CH:23][CH:22]=[CH:21][C:20]=3[F:24])[C:7]2=[N:15][C:14]=1[CH3:16])=[O:19]. The catalyst class is: 3. (5) Reactant: [CH3:1][N:2]1[C:6]([C:7]([OH:9])=O)=[CH:5][C:4]([CH3:10])=[N:3]1.CN(C)C=O.C(Cl)(=O)C(Cl)=O.[NH2:22][C:23]1[CH:24]=[C:25]([CH:42]=[CH:43][CH:44]=1)[O:26][C:27]1[CH:28]=[CH:29][C:30]2[N:31]([CH:33]=[C:34]([NH:36][C:37](=[O:41])[CH:38]([CH3:40])[CH3:39])[N:35]=2)[N:32]=1. Product: [C:37]([NH:36][C:34]1[N:35]=[C:30]2[CH:29]=[CH:28][C:27]([O:26][C:25]3[CH:24]=[C:23]([NH:22][C:7]([C:6]4[N:2]([CH3:1])[N:3]=[C:4]([CH3:10])[CH:5]=4)=[O:9])[CH:44]=[CH:43][CH:42]=3)=[N:32][N:31]2[CH:33]=1)(=[O:41])[CH:38]([CH3:40])[CH3:39]. The catalyst class is: 722. (6) Reactant: P(Cl)(Cl)([Cl:3])=O.CN(C=O)C.[CH3:11][C:12]1[C:13]([C:19]([O:21][CH2:22][CH3:23])=[O:20])=[N+:14]([O-])[CH:15]=[CH:16][CH:17]=1.C(=O)([O-])[O-].[Na+].[Na+]. Product: [Cl:3][C:15]1[N:14]=[C:13]([C:19]([O:21][CH2:22][CH3:23])=[O:20])[C:12]([CH3:11])=[CH:17][CH:16]=1. The catalyst class is: 2. (7) Reactant: [CH3:1][O:2][C:3](=[O:29])[NH:4][C:5]1[C:6]([NH2:28])=[N:7][C:8]([C:12]2[C:20]3[C:15](=[N:16][CH:17]=[CH:18][CH:19]=3)[N:14]([CH2:21][CH:22]3[CH2:27][CH2:26][CH2:25][CH2:24][CH2:23]3)[N:13]=2)=[N:9][C:10]=1[NH2:11].[H-].[Na+].I[CH3:33].Cl. Product: [NH2:11][C:10]1[C:5]([N:4]([CH3:33])[C:3](=[O:29])[O:2][CH3:1])=[C:6]([NH2:28])[N:7]=[C:8]([C:12]2[C:20]3[C:15](=[N:16][CH:17]=[CH:18][CH:19]=3)[N:14]([CH2:21][CH:22]3[CH2:23][CH2:24][CH2:25][CH2:26][CH2:27]3)[N:13]=2)[N:9]=1. The catalyst class is: 9. (8) Reactant: Br[C:2]1[S:3][C:4]([Br:7])=[CH:5][N:6]=1.[NH:8]1[CH2:13][CH2:12][CH:11]([C:14]([NH2:16])=[O:15])[CH2:10][CH2:9]1. Product: [Br:7][C:4]1[S:3][C:2]([N:8]2[CH2:13][CH2:12][CH:11]([C:14]([NH2:16])=[O:15])[CH2:10][CH2:9]2)=[N:6][CH:5]=1. The catalyst class is: 88. (9) The catalyst class is: 16. Product: [NH2:25][C:26]1[CH:35]=[C:34]([N:15]2[CH2:16][CH2:17][C@@H:13]([C:10]3([NH:8][CH3:9])[CH2:11][CH2:12]3)[CH2:14]2)[C:33]([CH3:37])=[C:32]2[C:27]=1[C:28](=[O:45])[C:29]([C:42]([OH:44])=[O:43])=[CH:30][N:31]2[C@@H:38]1[CH2:40][C@@H:39]1[F:41]. Reactant: C(OC([N:8]([C:10]1([C@@H:13]2[CH2:17][CH2:16][NH:15][CH2:14]2)[CH2:12][CH2:11]1)[CH3:9])=O)(C)(C)C.C(N(CC)CC)C.[NH2:25][C:26]1[CH:35]=[C:34](F)[C:33]([CH3:37])=[C:32]2[C:27]=1[C:28](=[O:45])[C:29]([C:42]([OH:44])=[O:43])=[CH:30][N:31]2[C@@H:38]1[CH2:40][C@@H:39]1[F:41].